From a dataset of Reaction yield outcomes from USPTO patents with 853,638 reactions. Predict the reaction yield, written as a fraction of the theoretical maximum amount of product (1.0 means a 100% yield; for example, 0.34 means a 34% yield). The reactants are [NH2:1][C:2]1[CH:7]=[CH:6][C:5]([S:8]([NH:11][C:12]2[CH:17]=[CH:16][CH:15]=[CH:14][C:13]=2[CH3:18])(=[O:10])=[O:9])=[CH:4][CH:3]=1.[CH3:19][O:20]C1C=C([N+]([O-])=O)C=CC=1S(NC1C=CC(C)=CC=1)(=O)=O. No catalyst specified. The product is [NH2:1][C:2]1[CH:7]=[CH:6][C:5]([S:8]([NH:11][C:12]2[CH:17]=[CH:16][CH:15]=[CH:14][C:13]=2[CH3:18])(=[O:10])=[O:9])=[C:4]([O:20][CH3:19])[CH:3]=1. The yield is 0.930.